From a dataset of Full USPTO retrosynthesis dataset with 1.9M reactions from patents (1976-2016). Predict the reactants needed to synthesize the given product. (1) Given the product [C:1]([O:6][CH2:7][CH:8]1[O:10][CH2:9]1)(=[O:5])[C:2]([CH3:4])=[CH2:3].[C:11]([O:16][CH:17]([O:19][CH2:20][CH3:21])[CH3:18])(=[O:15])[C:12]([CH3:14])=[CH2:13].[C:22]([O:27][CH2:28][CH2:29][OH:30])(=[O:26])[C:23]([CH3:25])=[CH2:24].[C:31]([O:36][CH2:37][C:38]1[CH:39]=[CH:40][CH:41]=[CH:42][CH:43]=1)(=[O:35])[C:32]([CH3:34])=[CH2:33], predict the reactants needed to synthesize it. The reactants are: [C:1]([O:6][CH2:7][CH:8]1[O:10][CH2:9]1)(=[O:5])[C:2]([CH3:4])=[CH2:3].[C:11]([O:16][CH:17]([O:19][CH2:20][CH3:21])[CH3:18])(=[O:15])[C:12]([CH3:14])=[CH2:13].[C:22]([O:27][CH2:28][CH2:29][OH:30])(=[O:26])[C:23]([CH3:25])=[CH2:24].[C:31]([O:36][CH2:37][C:38]1[CH:43]=[CH:42][CH:41]=[CH:40][CH:39]=1)(=[O:35])[C:32]([CH3:34])=[CH2:33].N(C(C)(CC)C([O-])=O)=NC(C)(CC)C([O-])=O. (2) Given the product [C:20]([O:24][C:25]([N:27]1[CH2:32][CH2:31][N:30]([C:33]2[CH:34]=[N:35][C:36]([NH:39][C:17]([C:16]3[N:15]=[CH:14][S:13][C:12]=3[NH:11][C:10](=[O:18])[C:3]3[C:2]([Cl:1])=[CH:7][C:6]([Cl:8])=[CH:5][C:4]=3[Cl:9])=[O:19])=[CH:37][CH:38]=2)[CH2:29][CH2:28]1)=[O:26])([CH3:23])([CH3:21])[CH3:22], predict the reactants needed to synthesize it. The reactants are: [Cl:1][C:2]1[CH:7]=[C:6]([Cl:8])[CH:5]=[C:4]([Cl:9])[C:3]=1[C:10]1[O:18][C:17](=[O:19])[CH:16]2[CH:12]([S:13][CH:14]=[N:15]2)[N:11]=1.[C:20]([O:24][C:25]([N:27]1[CH2:32][CH2:31][N:30]([C:33]2[CH:34]=[N:35][C:36]([NH2:39])=[CH:37][CH:38]=2)[CH2:29][CH2:28]1)=[O:26])([CH3:23])([CH3:22])[CH3:21]. (3) Given the product [CH3:16][O:5][C:4](=[O:6])[C:3]1[CH:7]=[C:8]([F:11])[CH:9]=[CH:10][C:2]=1[F:1], predict the reactants needed to synthesize it. The reactants are: [F:1][C:2]1[CH:10]=[CH:9][C:8]([F:11])=[CH:7][C:3]=1[C:4]([OH:6])=[O:5].S(Cl)(Cl)=O.[CH3:16]O.